Dataset: Reaction yield outcomes from USPTO patents with 853,638 reactions. Task: Predict the reaction yield, written as a fraction of the theoretical maximum amount of product (1.0 means a 100% yield; for example, 0.34 means a 34% yield). (1) The reactants are [CH3:1][C:2]1([CH3:20])[C:11]2[C:6](=[CH:7][CH:8]=[C:9]([CH3:12])[CH:10]=2)[NH:5][CH:4]([C:13]2[CH:14]=[C:15]([NH2:19])[CH:16]=[CH:17][CH:18]=2)[CH2:3]1.N1C=CC=CC=1.[CH3:27][C:28]1[CH:33]=[CH:32][C:31]([S:34](Cl)(=[O:36])=[O:35])=[CH:30][CH:29]=1. The catalyst is ClCCl. The product is [CH3:27][C:28]1[CH:33]=[CH:32][C:31]([S:34]([NH:19][C:15]2[CH:16]=[CH:17][CH:18]=[C:13]([CH:4]3[CH2:3][C:2]([CH3:20])([CH3:1])[C:11]4[C:6](=[CH:7][CH:8]=[C:9]([CH3:12])[CH:10]=4)[NH:5]3)[CH:14]=2)(=[O:36])=[O:35])=[CH:30][CH:29]=1. The yield is 0.320. (2) The reactants are C[O:2][C:3]([C:5]1[CH:10]=[CH:9][C:8]([NH:11][C:12]2[C:17]([Cl:18])=[CH:16][C:15]([C:19]3[N:23]([CH2:24][CH2:25][CH3:26])[C:22]4[C:27]([Cl:31])=[CH:28][CH:29]=[CH:30][C:21]=4[N:20]=3)=[CH:14][N:13]=2)=[CH:7][N:6]=1)=O.[H-].[H-].[H-].[H-].[Li+].[Al+3].O.[OH-].[Na+]. The catalyst is C1COCC1.CCOC(C)=O. The product is [Cl:18][C:17]1[C:12]([NH:11][C:8]2[CH:9]=[CH:10][C:5]([CH2:3][OH:2])=[N:6][CH:7]=2)=[N:13][CH:14]=[C:15]([C:19]2[N:23]([CH2:24][CH2:25][CH3:26])[C:22]3[C:27]([Cl:31])=[CH:28][CH:29]=[CH:30][C:21]=3[N:20]=2)[CH:16]=1. The yield is 0.370.